Dataset: Forward reaction prediction with 1.9M reactions from USPTO patents (1976-2016). Task: Predict the product of the given reaction. (1) Given the reactants [C:1](=[O:4])([O-])[O-:2].[K+].[K+].[C:7](O)(=[S:9])C.[Br:11][C:12]1[CH:17]=[CH:16][C:15](F)=[C:14]([N+:19]([O-:21])=[O:20])[CH:13]=1, predict the reaction product. The product is: [Br:11][C:12]1[CH:17]=[CH:16][C:15]([S:9][CH2:7][C:1]([OH:2])=[O:4])=[C:14]([N+:19]([O-:21])=[O:20])[CH:13]=1. (2) Given the reactants Cl[C:2]1[CH:7]=[C:6]([N:8]([CH3:15])[C:9]2[CH:10]=[N:11][CH:12]=[N:13][CH:14]=2)[CH:5]=[C:4]([Cl:16])[N:3]=1.[Cl:17][C:18]1[CH:19]=[C:20]([CH:24]=[CH:25][CH:26]=1)[C:21]([NH2:23])=[O:22].CC([O-])(C)C.[Na+].CC1(C)C2C(=C(P(C3C=CC=CC=3)C3C=CC=CC=3)C=CC=2)OC2C(P(C3C=CC=CC=3)C3C=CC=CC=3)=CC=CC1=2, predict the reaction product. The product is: [Cl:17][C:18]1[CH:19]=[C:20]([CH:24]=[CH:25][CH:26]=1)[C:21]([NH:23][C:2]1[CH:7]=[C:6]([N:8]([CH3:15])[C:9]2[CH:10]=[N:11][CH:12]=[N:13][CH:14]=2)[CH:5]=[C:4]([Cl:16])[N:3]=1)=[O:22]. (3) Given the reactants Cl.[Br:2][C:3]1[CH:8]=[CH:7][C:6]([NH:9]N)=[CH:5][CH:4]=1.[F:11][C:12]1[CH:17]=[CH:16][CH:15]=[C:14]([F:18])[C:13]=1[C:19](=O)[CH2:20][CH3:21], predict the reaction product. The product is: [Br:2][C:3]1[CH:8]=[C:7]2[C:6](=[CH:5][CH:4]=1)[NH:9][C:19]([C:13]1[C:14]([F:18])=[CH:15][CH:16]=[CH:17][C:12]=1[F:11])=[C:20]2[CH3:21]. (4) Given the reactants [C:1]([C:4]1[CH:9]=[CH:8][CH:7]=[CH:6][C:5]=1[C:10]1[S:14][C:13]([C:15]([O:17][CH2:18][CH3:19])=[O:16])=[CH:12][CH:11]=1)(=[O:3])[CH3:2].[BH4-].[Na+].C(O)(=O)CC(CC(O)=O)(C(O)=O)O, predict the reaction product. The product is: [OH:3][CH:1]([C:4]1[CH:9]=[CH:8][CH:7]=[CH:6][C:5]=1[C:10]1[S:14][C:13]([C:15]([O:17][CH2:18][CH3:19])=[O:16])=[CH:12][CH:11]=1)[CH3:2].